From a dataset of Reaction yield outcomes from USPTO patents with 853,638 reactions. Predict the reaction yield, written as a fraction of the theoretical maximum amount of product (1.0 means a 100% yield; for example, 0.34 means a 34% yield). The reactants are [NH:1]1[CH:5]=[C:4]([B:6]2[O:14][C:11]([CH3:13])([CH3:12])[C:8]([CH3:10])([CH3:9])[O:7]2)[CH:3]=[N:2]1.[H-].[Na+].[CH:17]1([S:20](Cl)(=[O:22])=[O:21])[CH2:19][CH2:18]1. The catalyst is CN(C=O)C.[Cl-].[Na+].O. The product is [CH:17]1([S:20]([N:2]2[CH:3]=[C:4]([B:6]3[O:7][C:8]([CH3:9])([CH3:10])[C:11]([CH3:13])([CH3:12])[O:14]3)[CH:5]=[N:1]2)(=[O:22])=[O:21])[CH2:19][CH2:18]1. The yield is 0.500.